Dataset: Reaction yield outcomes from USPTO patents with 853,638 reactions. Task: Predict the reaction yield, written as a fraction of the theoretical maximum amount of product (1.0 means a 100% yield; for example, 0.34 means a 34% yield). (1) The reactants are [CH3:1][O:2][C:3](=[O:15])[CH2:4][C:5]1[C:13]2[C:8](=[CH:9][CH:10]=[C:11]([OH:14])[CH:12]=2)[NH:7][CH:6]=1.IC.[C:18](=O)([O-])[O-].[K+].[K+].C(=O)(O)[O-].[Na+]. The catalyst is CN(C)C=O. The product is [CH3:1][O:2][C:3](=[O:15])[CH2:4][C:5]1[C:13]2[C:8](=[CH:9][CH:10]=[C:11]([O:14][CH3:18])[CH:12]=2)[NH:7][CH:6]=1. The yield is 0.552. (2) The reactants are CS(C)=O.[CH3:5][C:6]1[CH:7]=[C:8]([OH:19])[C:9]([C:13]2[N:18]=[CH:17][CH:16]=[CH:15][N:14]=2)=[N:10][C:11]=1[CH3:12].Cl[C:21]1[C:30]2[C:25](=[CH:26][C:27]([O:33][CH3:34])=[C:28]([O:31][CH3:32])[CH:29]=2)[N:24]=[CH:23][CH:22]=1.C(=O)([O-])[O-].[Cs+].[Cs+]. The catalyst is O. The product is [CH3:5][C:6]1[CH:7]=[C:8]([O:19][C:21]2[C:30]3[C:25](=[CH:26][C:27]([O:33][CH3:34])=[C:28]([O:31][CH3:32])[CH:29]=3)[N:24]=[CH:23][CH:22]=2)[C:9]([C:13]2[N:14]=[CH:15][CH:16]=[CH:17][N:18]=2)=[N:10][C:11]=1[CH3:12]. The yield is 0.550. (3) The reactants are [Br:1][C:2]1[CH:3]=[C:4]2[C:9](=[CH:10][CH:11]=1)[O:8][CH:7]([CH:12]1[CH2:17][CH2:16][O:15][CH2:14][CH2:13]1)[CH2:6][C:5]2=O.C[Si]([N:23]=[C:24]=[N:25][Si](C)(C)C)(C)C. The catalyst is C(Cl)Cl.Cl[Ti](Cl)(Cl)Cl. The product is [Br:1][C:2]1[CH:3]=[C:4]2[C:9](=[CH:10][CH:11]=1)[O:8][CH:7]([CH:12]1[CH2:17][CH2:16][O:15][CH2:14][CH2:13]1)[CH2:6]/[C:5]/2=[N:25]\[C:24]#[N:23]. The yield is 0.780. (4) The reactants are C(N(C(C)C)CC)(C)C.CN(C(ON1N=NC2C=CC=CC1=2)=[N+](C)C)C.F[P-](F)(F)(F)(F)F.[CH3:34][N:35]([CH3:42])[C@H:36]1[CH2:41][CH2:40][CH2:39][NH:38][CH2:37]1.[CH2:43]([O:45][C:46](=[O:59])[CH2:47][CH2:48][N:49]1[CH:53]=[CH:52][N:51]=[C:50]1[CH2:54][CH2:55][C:56](O)=[O:57])[CH3:44]. The catalyst is ClCCl. The product is [CH3:34][N:35]([CH3:42])[C@H:36]1[CH2:41][CH2:40][CH2:39][N:38]([C:56](=[O:57])[CH2:55][CH2:54][C:50]2[N:49]([CH2:48][CH2:47][C:46]([O:45][CH2:43][CH3:44])=[O:59])[CH:53]=[CH:52][N:51]=2)[CH2:37]1. The yield is 0.820. (5) The yield is 0.600. The catalyst is C1COCC1.C(O)C.C1(C)C=CC=CC=1. The reactants are [C:1]([C:3]1[CH:4]=[CH:5][C:6]([O:25][CH:26]([CH3:28])[CH3:27])=[C:7]([CH:24]=1)[C:8]([NH:10][C@@H:11]([CH2:22][OH:23])[CH2:12][C:13]1[C:21]2[C:16](=[CH:17][CH:18]=[CH:19][CH:20]=2)[NH:15][CH:14]=1)=[O:9])#[CH:2].Br[C:30]1[CH:31]=[C:32]([C:36]2[CH2:37][C:38](=[O:41])[NH:39][N:40]=2)[CH:33]=[N:34][CH:35]=1.CCCC[N+](CCCC)(CCCC)CCCC.[F-].O. The product is [OH:23][CH2:22][C@H:11]([NH:10][C:8](=[O:9])[C:7]1[CH:24]=[C:3]([C:1]#[C:2][C:30]2[CH:35]=[N:34][CH:33]=[C:32]([C:36]3[CH2:37][C:38](=[O:41])[NH:39][N:40]=3)[CH:31]=2)[CH:4]=[CH:5][C:6]=1[O:25][CH:26]([CH3:28])[CH3:27])[CH2:12][C:13]1[C:21]2[C:16](=[CH:17][CH:18]=[CH:19][CH:20]=2)[NH:15][CH:14]=1. (6) The reactants are [C:1]([C:3]1[CH:8]=[CH:7][C:6]([C:9]2[CH:14]=[CH:13][C:12]([OH:15])=[CH:11][CH:10]=2)=[CH:5][CH:4]=1)#[N:2].CC#N.Br[CH2:20][CH2:21][CH2:22][C:23]([O:25][CH2:26][CH3:27])=[O:24].C([O-])([O-])=O.[K+].[K+]. The catalyst is O. The product is [CH2:26]([O:25][C:23](=[O:24])[CH2:22][CH2:21][CH2:20][O:15][C:12]1[CH:13]=[CH:14][C:9]([C:6]2[CH:5]=[CH:4][C:3]([C:1]#[N:2])=[CH:8][CH:7]=2)=[CH:10][CH:11]=1)[CH3:27]. The yield is 1.00.